From a dataset of Full USPTO retrosynthesis dataset with 1.9M reactions from patents (1976-2016). Predict the reactants needed to synthesize the given product. (1) Given the product [CH:12]1([CH2:11][NH:1][CH2:2][CH2:3][C:4]2[N:5]=[C:6]([NH2:9])[S:7][CH:8]=2)[CH2:14][CH2:13]1, predict the reactants needed to synthesize it. The reactants are: [NH2:1][CH2:2][CH2:3][C:4]1[N:5]=[C:6]([NH2:9])[S:7][CH:8]=1.Br[CH2:11][CH:12]1[CH2:14][CH2:13]1. (2) Given the product [Cl:29][C:23]1[CH:24]=[CH:25][CH:26]=[C:27]([Cl:28])[C:22]=1[C:21]1[C:15]2[O:14][CH:13]([CH2:12][NH:34][CH2:31][CH2:32][CH3:33])[CH2:17][C:16]=2[CH:18]=[C:19]([F:30])[CH:20]=1, predict the reactants needed to synthesize it. The reactants are: CC1C=CC(S(O[CH2:12][CH:13]2[CH2:17][C:16]3[CH:18]=[C:19]([F:30])[CH:20]=[C:21]([C:22]4[C:27]([Cl:28])=[CH:26][CH:25]=[CH:24][C:23]=4[Cl:29])[C:15]=3[O:14]2)(=O)=O)=CC=1.[CH2:31]([NH2:34])[CH2:32][CH3:33]. (3) Given the product [Cl:7][C:8]1[CH:13]=[C:12]([Cl:14])[C:11]([O:15][CH3:16])=[CH:10][C:9]=1[NH:17][C:18]1[C:23]([C:24]#[N:25])=[CH:22][N:21]=[C:20]2[CH:26]=[C:27]([C:29]3[CH:34]=[CH:33][C:32]([CH2:35][N:1]4[CH2:6][CH2:5][CH2:4][CH2:3][CH2:2]4)=[CH:31][CH:30]=3)[S:28][C:19]=12, predict the reactants needed to synthesize it. The reactants are: [NH:1]1[CH2:6][CH2:5][CH2:4][CH2:3][CH2:2]1.[Cl:7][C:8]1[CH:13]=[C:12]([Cl:14])[C:11]([O:15][CH3:16])=[CH:10][C:9]=1[NH:17][C:18]1[C:23]([C:24]#[N:25])=[CH:22][N:21]=[C:20]2[CH:26]=[C:27]([C:29]3[CH:34]=[CH:33][C:32]([CH:35]=O)=[CH:31][CH:30]=3)[S:28][C:19]=12.C(O[BH-](OC(=O)C)OC(=O)C)(=O)C.[Na+]. (4) Given the product [F:1][C:2]([F:7])([F:6])[C:3]([OH:5])=[O:4].[F:8][C:9]([F:14])([F:13])[C:10]([OH:12])=[O:11].[Cl:22][C:23]1[CH:24]=[N:25][C:26]2[NH:27][C:28]3[CH:29]=[N:30][CH:31]=[C:32]([CH:53]=3)[CH2:33][CH2:34][C:35]3[CH:43]=[C:39]([NH:40][C:41]=1[N:42]=2)[CH:38]=[CH:37][C:36]=3[O:44][CH2:45][CH2:46][CH:47]1[CH2:48][CH2:49][N:50]([C:55]([NH:54][CH2:57][C:58]2[O:59][CH:60]=[CH:61][CH:62]=2)=[O:56])[CH2:51][CH2:52]1, predict the reactants needed to synthesize it. The reactants are: [F:1][C:2]([F:7])([F:6])[C:3]([OH:5])=[O:4].[F:8][C:9]([F:14])([F:13])[C:10]([OH:12])=[O:11].FC(F)(F)C(O)=O.[Cl:22][C:23]1[CH:24]=[N:25][C:26]2[NH:27][C:28]3[CH:29]=[N:30][CH:31]=[C:32]([CH:53]=3)[CH2:33][CH2:34][C:35]3[CH:43]=[C:39]([NH:40][C:41]=1[N:42]=2)[CH:38]=[CH:37][C:36]=3[O:44][CH2:45][CH2:46][CH:47]1[CH2:52][CH2:51][NH:50][CH2:49][CH2:48]1.[N:54]([CH2:57][C:58]1[O:59][CH:60]=[CH:61][CH:62]=1)=[C:55]=[O:56]. (5) Given the product [CH3:1][C:2]1([CH3:17])[C:6]([CH3:8])([CH3:7])[O:5][B:4]([C:9]2[CH:10]=[C:11]([CH:14]=[CH:15][CH:16]=2)[CH2:12][NH:18][C:19]2[CH:31]=[CH:30][C:22]([C:23]([O:25][C:26]([CH3:27])([CH3:28])[CH3:29])=[O:24])=[CH:21][CH:20]=2)[O:3]1, predict the reactants needed to synthesize it. The reactants are: [CH3:1][C:2]1([CH3:17])[C:6]([CH3:8])([CH3:7])[O:5][B:4]([C:9]2[CH:10]=[C:11]([CH:14]=[CH:15][CH:16]=2)[CH:12]=O)[O:3]1.[NH2:18][C:19]1[CH:31]=[CH:30][C:22]([C:23]([O:25][C:26]([CH3:29])([CH3:28])[CH3:27])=[O:24])=[CH:21][CH:20]=1.